This data is from Full USPTO retrosynthesis dataset with 1.9M reactions from patents (1976-2016). The task is: Predict the reactants needed to synthesize the given product. (1) Given the product [CH:1]1([N:8]2[C:12]3[N:13]=[C:14]([NH:17][C:18]4[CH:26]=[CH:25][C:21]([C:22]([N:36]5[CH2:37][CH:38]6[C:33]([OH:41])([CH3:32])[CH:34]([CH2:40][CH2:39]6)[CH2:35]5)=[O:24])=[CH:20][N:19]=4)[N:15]=[CH:16][C:11]=3[CH:10]=[C:9]2[C:27]([N:28]([CH3:29])[CH3:30])=[O:31])[CH2:7][CH2:6][CH2:5][CH2:4][CH2:3][CH2:2]1, predict the reactants needed to synthesize it. The reactants are: [CH:1]1([N:8]2[C:12]3[N:13]=[C:14]([NH:17][C:18]4[CH:26]=[CH:25][C:21]([C:22]([OH:24])=O)=[CH:20][N:19]=4)[N:15]=[CH:16][C:11]=3[CH:10]=[C:9]2[C:27](=[O:31])[N:28]([CH3:30])[CH3:29])[CH2:7][CH2:6][CH2:5][CH2:4][CH2:3][CH2:2]1.[CH3:32][C:33]1([OH:41])[CH:38]2[CH2:39][CH2:40][CH:34]1[CH2:35][NH:36][CH2:37]2. (2) The reactants are: [F:1][C:2]1[CH:3]=[C:4]([CH:20]=[CH:21][C:22]=1[NH:23][C:24]([NH:26][C:27]1[CH:32]=[C:31]([CH3:33])[CH:30]=[CH:29][C:28]=1[F:34])=[O:25])[O:5][C:6]1[CH:11]=[CH:10][N:9]=[C:8]([C:12]2[NH:16][CH:15]=[C:14]([C:17](O)=[O:18])[CH:13]=2)[CH:7]=1.CN(C(ON1N=NC2C=CC=NC1=2)=[N+](C)C)C.F[P-](F)(F)(F)(F)F.C(N(CC)C(C)C)(C)C.[N:68]1([C:74]([O:76][C:77]([CH3:80])([CH3:79])[CH3:78])=[O:75])[CH2:73][CH2:72][NH:71][CH2:70][CH2:69]1.Cl. Given the product [F:1][C:2]1[CH:3]=[C:4]([CH:20]=[CH:21][C:22]=1[NH:23][C:24]([NH:26][C:27]1[CH:32]=[C:31]([CH3:33])[CH:30]=[CH:29][C:28]=1[F:34])=[O:25])[O:5][C:6]1[CH:11]=[CH:10][N:9]=[C:8]([C:12]2[NH:16][CH:15]=[C:14]([C:17]([N:71]3[CH2:72][CH2:73][N:68]([C:74]([O:76][C:77]([CH3:80])([CH3:79])[CH3:78])=[O:75])[CH2:69][CH2:70]3)=[O:18])[CH:13]=2)[CH:7]=1, predict the reactants needed to synthesize it.